This data is from NCI-60 drug combinations with 297,098 pairs across 59 cell lines. The task is: Regression. Given two drug SMILES strings and cell line genomic features, predict the synergy score measuring deviation from expected non-interaction effect. Drug 1: CN(C)C1=NC(=NC(=N1)N(C)C)N(C)C. Drug 2: CN(CCCl)CCCl.Cl. Cell line: IGROV1. Synergy scores: CSS=26.1, Synergy_ZIP=7.69, Synergy_Bliss=12.9, Synergy_Loewe=-12.0, Synergy_HSA=11.8.